This data is from Peptide-MHC class I binding affinity with 185,985 pairs from IEDB/IMGT. The task is: Regression. Given a peptide amino acid sequence and an MHC pseudo amino acid sequence, predict their binding affinity value. This is MHC class I binding data. (1) The peptide sequence is KQMEDGHTL. The MHC is HLA-A80:01 with pseudo-sequence HLA-A80:01. The binding affinity (normalized) is 0.0847. (2) The peptide sequence is YQGDYKLFL. The MHC is HLA-B15:01 with pseudo-sequence HLA-B15:01. The binding affinity (normalized) is 0.750.